Task: Predict the reactants needed to synthesize the given product.. Dataset: Full USPTO retrosynthesis dataset with 1.9M reactions from patents (1976-2016) (1) The reactants are: [OH:1][CH2:2][CH2:3][C:4]([OH:6])=O.[O:7]1[CH2:10][CH:9]([N:11]2[CH2:16][CH2:15][N:14]([C:17]3[CH:22]=[CH:21][C:20]([NH:23][C:24]4[N:29]=[CH:28][N:27]=[C:26]([C:30]5[CH:31]=[CH:32][C:33]([O:38][C@@H:39]6[CH2:43][CH2:42][NH:41][CH2:40]6)=[C:34]([CH:37]=5)[C:35]#[N:36])[N:25]=4)=[CH:19][CH:18]=3)[CH2:13][CH2:12]2)[CH2:8]1. Given the product [OH:1][CH2:2][CH2:3][C:4]([N:41]1[CH2:42][CH2:43][C@@H:39]([O:38][C:33]2[CH:32]=[CH:31][C:30]([C:26]3[N:25]=[C:24]([NH:23][C:20]4[CH:21]=[CH:22][C:17]([N:14]5[CH2:13][CH2:12][N:11]([CH:9]6[CH2:8][O:7][CH2:10]6)[CH2:16][CH2:15]5)=[CH:18][CH:19]=4)[N:29]=[CH:28][N:27]=3)=[CH:37][C:34]=2[C:35]#[N:36])[CH2:40]1)=[O:6], predict the reactants needed to synthesize it. (2) Given the product [Br:11][C:12]1[CH:19]=[CH:18][CH:17]=[CH:16][C:13]=1[C:14]1[NH:1][N:2]=[C:3]([C:5]2[CH:10]=[CH:9][CH:8]=[CH:7][N:6]=2)[N:4]=1, predict the reactants needed to synthesize it. The reactants are: [NH2:1][NH:2][C:3]([C:5]1[CH:10]=[CH:9][CH:8]=[CH:7][N:6]=1)=[NH:4].[Br:11][C:12]1[CH:19]=[CH:18][CH:17]=[CH:16][C:13]=1[CH:14]=O. (3) Given the product [F:44][C:45]([F:49])([F:48])[CH2:46][O:47][C:11](=[O:10])[C@H:12]([OH:42])[CH2:13][C@H:14]([NH:29][C:30]([C:32]1[CH:41]=[CH:40][C:35]2[N:36]=[N:37][N:38]([OH:39])[C:34]=2[CH:33]=1)=[O:31])[CH2:15][C:16]1[CH:21]=[CH:20][C:19]([C:22]2[CH:27]=[CH:26][CH:25]=[C:24]([Cl:28])[CH:23]=2)=[CH:18][CH:17]=1, predict the reactants needed to synthesize it. The reactants are: Cl.O1CCOCC1.C([O:10][C:11](=O)[C@H:12]([OH:42])[CH2:13][C@H:14]([NH:29][C:30]([C:32]1[CH:41]=[CH:40][C:35]2[N:36]=[N:37][N:38]([OH:39])[C:34]=2[CH:33]=1)=[O:31])[CH2:15][C:16]1[CH:21]=[CH:20][C:19]([C:22]2[CH:27]=[CH:26][CH:25]=[C:24]([Cl:28])[CH:23]=2)=[CH:18][CH:17]=1)C.[F:44][C:45]([F:49])([F:48])[CH2:46][OH:47]. (4) Given the product [C:18]([C:8]1[C:7]([N:23]2[CH2:28][CH2:27][CH:26]([C:29]#[N:30])[CH2:25][CH2:24]2)=[C:16]2[C:11]([CH:12]=[CH:13][CH:14]=[N:15]2)=[C:10]([Cl:17])[CH:9]=1)(=[O:20])[CH3:19], predict the reactants needed to synthesize it. The reactants are: FC(F)(F)S(O[C:7]1[C:8]([C:18](=[O:20])[CH3:19])=[CH:9][C:10]([Cl:17])=[C:11]2[C:16]=1[N:15]=[CH:14][CH:13]=[CH:12]2)(=O)=O.[NH:23]1[CH2:28][CH2:27][CH:26]([C:29]#[N:30])[CH2:25][CH2:24]1.C1C=CC(P(C2C=CC3C(=CC=CC=3)C=2C2C3C(=CC=CC=3)C=CC=2P(C2C=CC=CC=2)C2C=CC=CC=2)C2C=CC=CC=2)=CC=1.C(=O)([O-])[O-].[Cs+].[Cs+]. (5) Given the product [F:1][C:2]1[CH:3]=[N:4][C:5]([C:8]2([NH2:9])[CH2:11][CH2:10]2)=[N:6][CH:7]=1, predict the reactants needed to synthesize it. The reactants are: [F:1][C:2]1[CH:3]=[N:4][C:5]([C:8]#[N:9])=[N:6][CH:7]=1.[CH2:10]1COC[CH2:11]1.C([Mg]Br)C.B(F)(F)F. (6) Given the product [C:1]1([S:7]([N:10]2[CH2:14][CH:13]([C:15]3[CH:20]=[CH:19][CH:18]=[C:17]([C:32]4[CH:33]=[N:34][CH:35]=[C:30]([S:27]([CH3:26])(=[O:29])=[O:28])[CH:31]=4)[CH:16]=3)[N:12]([CH:22]([CH3:24])[CH3:23])[C:11]2=[O:25])(=[O:9])=[O:8])[CH:6]=[CH:5][CH:4]=[CH:3][CH:2]=1, predict the reactants needed to synthesize it. The reactants are: [C:1]1([S:7]([N:10]2[CH2:14][CH:13]([C:15]3[CH:20]=[CH:19][CH:18]=[C:17](Br)[CH:16]=3)[N:12]([CH:22]([CH3:24])[CH3:23])[C:11]2=[O:25])(=[O:9])=[O:8])[CH:6]=[CH:5][CH:4]=[CH:3][CH:2]=1.[CH3:26][S:27]([C:30]1[CH:31]=[C:32](B(O)O)[CH:33]=[N:34][CH:35]=1)(=[O:29])=[O:28].C(=O)([O-])[O-].[Na+].[Na+]. (7) The reactants are: C(O)(C(F)(F)F)=O.[F:8][C:9]1[CH:14]=[CH:13][C:12]([C:15]2[N:16]=[C:17]([C@@H:20]3[CH2:25][N:24](C(OC)=O)[C@H:23]([CH3:30])[CH2:22][CH2:21]3)[O:18][CH:19]=2)=[CH:11][CH:10]=1. Given the product [F:8][C:9]1[CH:14]=[CH:13][C:12]([C:15]2[N:16]=[C:17]([C@@H:20]3[CH2:25][NH:24][C@H:23]([CH3:30])[CH2:22][CH2:21]3)[O:18][CH:19]=2)=[CH:11][CH:10]=1, predict the reactants needed to synthesize it.